From a dataset of Aqueous solubility values for 9,982 compounds from the AqSolDB database. Regression/Classification. Given a drug SMILES string, predict its absorption, distribution, metabolism, or excretion properties. Task type varies by dataset: regression for continuous measurements (e.g., permeability, clearance, half-life) or binary classification for categorical outcomes (e.g., BBB penetration, CYP inhibition). For this dataset (solubility_aqsoldb), we predict Y. (1) The compound is COC. The Y is 0.884 log mol/L. (2) The molecule is CC(=O)[O-].CCN(CC)c1ccc([C+](c2ccccc2)c2ccc(N(CC)CC)cc2)cc1. The Y is -0.648 log mol/L.